Task: Predict the reactants needed to synthesize the given product.. Dataset: Full USPTO retrosynthesis dataset with 1.9M reactions from patents (1976-2016) (1) Given the product [NH2:7][C:8]1[CH:16]=[C:15]([O:17][C:18]2[CH:19]=[CH:20][CH:21]=[CH:22][CH:23]=2)[CH:14]=[CH:13][C:9]=1[C:10]([OH:12])=[O:11], predict the reactants needed to synthesize it. The reactants are: O.NN.C([NH:7][C:8]1[CH:16]=[C:15]([O:17][C:18]2[CH:23]=[CH:22][CH:21]=[CH:20][CH:19]=2)[CH:14]=[CH:13][C:9]=1[C:10]([OH:12])=[O:11])(=O)C.C(O)(=O)C.[Cl-].[Na+]. (2) Given the product [N+:1]([C:4]1[CH:5]=[CH:6][C:7]([N:10]2[CH2:11][CH2:12][N:13]([C:16]([N:28]3[CH2:33][CH2:32][CH2:31][CH2:30][CH2:29]3)=[O:18])[CH2:14][CH2:15]2)=[CH:8][CH:9]=1)([O-:3])=[O:2], predict the reactants needed to synthesize it. The reactants are: [N+:1]([C:4]1[CH:9]=[CH:8][C:7]([N:10]2[CH2:15][CH2:14][N:13]([C:16]([O:18]C3C=CC([N+]([O-])=O)=CC=3)=O)[CH2:12][CH2:11]2)=[CH:6][CH:5]=1)([O-:3])=[O:2].[NH:28]1[CH2:33][CH2:32][CH2:31][CH2:30][CH2:29]1.